This data is from Forward reaction prediction with 1.9M reactions from USPTO patents (1976-2016). The task is: Predict the product of the given reaction. (1) Given the reactants [CH2:1]([O:8][C:9]1[CH:14]=[CH:13][N:12]([C:15]2[CH:20]=[CH:19][C:18]([OH:21])=[CH:17][CH:16]=2)[C:11](=[O:22])[CH:10]=1)[C:2]1[CH:7]=[CH:6][CH:5]=[CH:4][CH:3]=1.C(P(CCCC)CCCC)CCC.N([C:46]([N:48]1[CH2:53][CH2:52][CH2:51][CH2:50][CH2:49]1)=O)=N[C:46]([N:48]1[CH2:53][CH2:52][CH2:51][CH2:50][CH2:49]1)=O.C(OCC)(=O)C, predict the reaction product. The product is: [CH2:1]([O:8][C:9]1[CH:14]=[CH:13][N:12]([C:15]2[CH:16]=[CH:17][C:18]([O:21][CH2:50][CH2:49][N:48]3[CH2:53][CH2:52][CH2:51][CH2:46]3)=[CH:19][CH:20]=2)[C:11](=[O:22])[CH:10]=1)[C:2]1[CH:7]=[CH:6][CH:5]=[CH:4][CH:3]=1. (2) Given the reactants Br[C:2]1[CH:3]=[C:4]2[C:24](=[CH:25][CH:26]=1)[C:12]1[NH:13][C:14]([C:16]3[C:21]([F:22])=[CH:20][CH:19]=[CH:18][C:17]=3[Cl:23])=[N:15][C:11]=1[C:10]1[CH:9]=[CH:8][C:7]([Cl:27])=[CH:6][C:5]2=1.C(C([Sn][O:43][CH2:44][CH3:45])=C(CCCC)CCCC)CCC, predict the reaction product. The product is: [Cl:27][C:7]1[CH:8]=[CH:9][C:10]2[C:11]3[N:15]=[C:14]([C:16]4[C:21]([F:22])=[CH:20][CH:19]=[CH:18][C:17]=4[Cl:23])[NH:13][C:12]=3[C:24]3[C:4](=[CH:3][C:2]([C:44](=[O:43])[CH3:45])=[CH:26][CH:25]=3)[C:5]=2[CH:6]=1. (3) Given the reactants [Cl:1][C:2]1[CH:3]=[C:4]2[C:9](=[CH:10][CH:11]=1)[C:8](=[O:12])[N:7]([CH3:13])[C:6]([C:14]([O:16][CH2:17][CH3:18])=[O:15])=[C:5]2[OH:19].CI.[C:22](=O)([O-])[O-].[K+].[K+], predict the reaction product. The product is: [Cl:1][C:2]1[CH:3]=[C:4]2[C:9](=[CH:10][CH:11]=1)[C:8](=[O:12])[N:7]([CH3:13])[C:6]([C:14]([O:16][CH2:17][CH3:18])=[O:15])=[C:5]2[O:19][CH3:22]. (4) Given the reactants [OH:1][CH2:2][CH2:3][C:4]1[CH:9]=[CH:8][C:7]([NH:10][CH:11]=O)=[CH:6][CH:5]=1.[H-].[Al+3].[Li+].[H-].[H-].[H-].[OH-].[K+], predict the reaction product. The product is: [CH3:11][NH:10][C:7]1[CH:8]=[CH:9][C:4]([CH2:3][CH2:2][OH:1])=[CH:5][CH:6]=1. (5) Given the reactants Br[C:2]1[CH:3]=[C:4]2[NH:10][C:9]([C:11]3[CH:16]=[CH:15][CH:14]=[C:13]([O:17][CH3:18])[CH:12]=3)=[N:8][C:5]2=[N:6][CH:7]=1.[C:19]1(OB(O)O)[CH:24]=[CH:23][CH:22]=[CH:21][CH:20]=1.C(=O)([O-])[O-].[Na+].[Na+].C1(C)C=CC=CC=1, predict the reaction product. The product is: [CH3:18][O:17][C:13]1[CH:12]=[C:11]([C:9]2[NH:10][C:4]3[C:5]([N:8]=2)=[N:6][CH:7]=[C:2]([C:19]2[CH:24]=[CH:23][CH:22]=[CH:21][CH:20]=2)[CH:3]=3)[CH:16]=[CH:15][CH:14]=1. (6) Given the reactants O=C[C@H]([C@@H:5]([C@@H:7]([CH2:9][OH:10])O)O)O.N[C@H](C(O)=O)C[C:14]1[CH:19]=[CH:18][C:17]([OH:20])=[CH:16][CH:15]=1.C(O)[C:25]([NH2:30])(CO)CO, predict the reaction product. The product is: [CH3:18][CH2:19][CH2:14][CH2:15][CH2:16][CH2:17][O:20][C:9]([C:7]([C:25]#[N:30])=[CH2:5])=[O:10]. (7) Given the reactants [H-].[Na+].Cl[C:4]1[CH:9]=[N:8][CH:7]=[C:6]([Cl:10])[N:5]=1.[CH3:11][O:12][C:13]1[CH:18]=[CH:17][C:16]([CH2:19][OH:20])=[CH:15][CH:14]=1, predict the reaction product. The product is: [Cl:10][C:6]1[CH:7]=[N:8][CH:9]=[C:4]([O:20][CH2:19][C:16]2[CH:17]=[CH:18][C:13]([O:12][CH3:11])=[CH:14][CH:15]=2)[N:5]=1.